The task is: Predict the product of the given reaction.. This data is from Forward reaction prediction with 1.9M reactions from USPTO patents (1976-2016). (1) Given the reactants CC([Si](C)(C)O[CH2:7][C:8]1[CH:13]=[CH:12][C:11]([C:14]2[CH:19]=[C:18]([O:20][CH3:21])[CH:17]=[CH:16][C:15]=2[F:22])=[C:10]([C:23]([OH:30])([CH:27]([CH3:29])[CH3:28])[CH:24]([CH3:26])[CH3:25])[CH:9]=1)(C)C.CN(C=O)C.S(Cl)([Cl:40])=O, predict the reaction product. The product is: [Cl:40][CH2:7][C:8]1[CH:13]=[CH:12][C:11]([C:14]2[CH:19]=[C:18]([O:20][CH3:21])[CH:17]=[CH:16][C:15]=2[F:22])=[C:10]([C:23]([OH:30])([CH:27]([CH3:29])[CH3:28])[CH:24]([CH3:26])[CH3:25])[CH:9]=1. (2) Given the reactants [C:1]([CH2:3][O:4][C:5]1[CH:6]=[C:7]([CH3:23])[C:8]2[CH:12]([CH2:13][C:14]([O:16]C(C)(C)C)=[O:15])[O:11][B:10]([OH:21])[C:9]=2[CH:22]=1)#[N:2].C(O)(C(F)(F)F)=O, predict the reaction product. The product is: [C:1]([CH2:3][O:4][C:5]1[CH:6]=[C:7]([CH3:23])[C:8]2[CH:12]([CH2:13][C:14]([OH:16])=[O:15])[O:11][B:10]([OH:21])[C:9]=2[CH:22]=1)#[N:2]. (3) Given the reactants CC(C1C=C(C(C)C)C(C2C=CC=CC=2P(C2CCCCC2)C2CCCCC2)=C(C(C)C)C=1)C.C(=O)([O-])[O-].[Cs+].[Cs+].[CH2:41]1[O:50][C:44]2([CH2:49][CH2:48][NH:47][CH2:46][CH2:45]2)[O:43][CH2:42]1.[CH3:51][O:52][C:53](=[O:61])[C:54]1[CH:59]=[CH:58][C:57](Br)=[CH:56][CH:55]=1, predict the reaction product. The product is: [CH3:51][O:52][C:53](=[O:61])[C:54]1[CH:59]=[CH:58][C:57]([N:47]2[CH2:48][CH2:49][C:44]3([O:50][CH2:41][CH2:42][O:43]3)[CH2:45][CH2:46]2)=[CH:56][CH:55]=1. (4) Given the reactants [N:1]([C:4]1[CH:8]=[CH:7][N:6]([CH:9]([CH3:11])[CH3:10])[N:5]=1)=[N+:2]=[N-:3].[F:12][C:13]1[C:21]([C:22]([F:25])([F:24])[F:23])=[N:20][CH:19]=[CH:18][C:14]=1[C:15]([OH:17])=O, predict the reaction product. The product is: [F:12][C:13]1[C:21]([C:22]([F:25])([F:24])[F:23])=[N:20][CH:19]=[CH:18][C:14]=1[C:15]([N:20]1[C@@H:21]([CH3:22])[CH2:13][C:14]2[N:1]([C:4]3[CH:8]=[CH:7][N:6]([CH:9]([CH3:11])[CH3:10])[N:5]=3)[N:2]=[N:3][C:18]=2[CH2:19]1)=[O:17].